This data is from Catalyst prediction with 721,799 reactions and 888 catalyst types from USPTO. The task is: Predict which catalyst facilitates the given reaction. (1) Reactant: [CH2:1]([O:8][NH:9][C:10]1[C:15]([C:16]([O:18]CC)=O)=[CH:14][N:13]=[CH:12][N:11]=1)[C:2]1[CH:7]=[CH:6][CH:5]=[CH:4][CH:3]=1.[CH3:21][O:22][C:23]1[CH:32]=[CH:31][C:26]([CH2:27][N:28]=[C:29]=[O:30])=[CH:25][CH:24]=1. Product: [CH2:1]([O:8][N:9]1[C:10]2=[N:11][CH:12]=[N:13][CH:14]=[C:15]2[C:16](=[O:18])[N:28]([CH2:27][C:26]2[CH:31]=[CH:32][C:23]([O:22][CH3:21])=[CH:24][CH:25]=2)[C:29]1=[O:30])[C:2]1[CH:3]=[CH:4][CH:5]=[CH:6][CH:7]=1. The catalyst class is: 347. (2) Reactant: [C:1]([O:5][C:6]([N:8]1[CH2:12][CH:11]([O:13]CC2C=CC=CC=2)[CH2:10][CH:9]1[C:21]([CH3:29])([CH3:28])[O:22][SiH2:23][C:24]([CH3:27])([CH3:26])[CH3:25])=[O:7])([CH3:4])([CH3:3])[CH3:2]. Product: [C:1]([O:5][C:6]([N:8]1[CH2:12][CH:11]([OH:13])[CH2:10][CH:9]1[C:21]([CH3:29])([CH3:28])[O:22][SiH2:23][C:24]([CH3:27])([CH3:26])[CH3:25])=[O:7])([CH3:4])([CH3:3])[CH3:2]. The catalyst class is: 13.